This data is from Catalyst prediction with 721,799 reactions and 888 catalyst types from USPTO. The task is: Predict which catalyst facilitates the given reaction. Reactant: Cl.CN(C)CCCN=C=NCC.[F:13][C:14]([F:18])([F:17])[CH2:15][OH:16].[CH2:19]([N:26]1[CH:30]=[C:29]([CH2:31][C@@H:32]([C:41](O)=[O:42])[NH:33][C:34]([O:36][C:37]([CH3:40])([CH3:39])[CH3:38])=[O:35])[C:28]([N+:44]([O-:46])=[O:45])=[N:27]1)[C:20]1[CH:25]=[CH:24][CH:23]=[CH:22][CH:21]=1. Product: [CH2:19]([N:26]1[CH:30]=[C:29]([CH2:31][C@@H:32]([C:41]([O:16][CH2:15][C:14]([F:18])([F:17])[F:13])=[O:42])[NH:33][C:34]([O:36][C:37]([CH3:38])([CH3:39])[CH3:40])=[O:35])[C:28]([N+:44]([O-:46])=[O:45])=[N:27]1)[C:20]1[CH:21]=[CH:22][CH:23]=[CH:24][CH:25]=1. The catalyst class is: 119.